Dataset: Forward reaction prediction with 1.9M reactions from USPTO patents (1976-2016). Task: Predict the product of the given reaction. (1) Given the reactants [F:1][CH:2]([F:30])[O:3][C:4]1[CH:5]=[C:6]([NH:10][C:11]2[C:20]3[C:15](=[CH:16][CH:17]=[C:18]([N+:21]([O-])=O)[CH:19]=3)[N:14]=[C:13]([C:24]3[CH:29]=[N:28][CH:27]=[CH:26][N:25]=3)[N:12]=2)[CH:7]=[CH:8][CH:9]=1.[NH4+].[Cl-], predict the reaction product. The product is: [F:30][CH:2]([F:1])[O:3][C:4]1[CH:5]=[C:6]([NH:10][C:11]2[C:20]3[C:15](=[CH:16][CH:17]=[C:18]([NH2:21])[CH:19]=3)[N:14]=[C:13]([C:24]3[CH:29]=[N:28][CH:27]=[CH:26][N:25]=3)[N:12]=2)[CH:7]=[CH:8][CH:9]=1. (2) Given the reactants Cl[C:2]1[CH:10]=[C:9]2[C:5]([CH:6]=[N:7][N:8]2S(C2C=CC=CC=2)(=O)=O)=[C:4]([C:20]2[O:21][C:22]([CH2:25][N:26]3[CH2:31][C@@H:30]([CH3:32])[O:29][C@H:28]([CH3:33])[CH2:27]3)=[CH:23][N:24]=2)[CH:3]=1.[CH3:34][O:35][C:36]1[C:41]([NH:42][S:43]([CH3:46])(=[O:45])=[O:44])=[CH:40][C:39](B2OC(C)(C)C(C)(C)O2)=[CH:38][N:37]=1.C(=O)(O)[O-].[Na+].[OH-].[Na+], predict the reaction product. The product is: [CH3:32][C@H:30]1[O:29][C@H:28]([CH3:33])[CH2:27][N:26]([CH2:25][C:22]2[O:21][C:20]([C:4]3[CH:3]=[C:2]([C:39]4[CH:40]=[C:41]([NH:42][S:43]([CH3:46])(=[O:44])=[O:45])[C:36]([O:35][CH3:34])=[N:37][CH:38]=4)[CH:10]=[C:9]4[C:5]=3[CH:6]=[N:7][NH:8]4)=[N:24][CH:23]=2)[CH2:31]1. (3) The product is: [Cl:11][C:12]1[CH:18]=[C:17]([N+:19]([O-:21])=[O:20])[CH:16]=[CH:15][C:13]=1[NH:14][C:2]1[C:3]2[CH:10]=[CH:9][NH:8][C:4]=2[N:5]=[CH:6][CH:7]=1. Given the reactants Cl[C:2]1[CH:7]=[CH:6][N:5]=[C:4]2[NH:8][CH:9]=[CH:10][C:3]=12.[Cl:11][C:12]1[CH:18]=[C:17]([N+:19]([O-:21])=[O:20])[CH:16]=[CH:15][C:13]=1[NH2:14].C1(P(C2CCCCC2)C2C=CC=CC=2C2C(C(C)C)=CC(C(C)C)=CC=2C(C)C)CCCCC1.C(=O)([O-])[O-].[K+].[K+], predict the reaction product. (4) Given the reactants CS([C:4]1[N:9]=[CH:8][C:7]2=[CH:10][CH:11]=[C:12]([C:13]3[CH:18]=[CH:17][CH:16]=[CH:15][C:14]=3[O:19][CH3:20])[N:6]2[N:5]=1)=O.C(N(CC)C(C)C)(C)C.[NH2:30][C:31]1[CH:32]=[C:33]([C:37]([N:39]2[CH2:44][CH2:43][O:42][CH2:41][CH2:40]2)=[O:38])[CH:34]=[CH:35][CH:36]=1.COCC(O)C, predict the reaction product. The product is: [CH3:20][O:19][C:14]1[CH:15]=[CH:16][CH:17]=[CH:18][C:13]=1[C:12]1[N:6]2[C:7]([CH:8]=[N:9][C:4]([NH:30][C:31]3[CH:32]=[C:33]([C:37]([N:39]4[CH2:40][CH2:41][O:42][CH2:43][CH2:44]4)=[O:38])[CH:34]=[CH:35][CH:36]=3)=[N:5]2)=[CH:10][CH:11]=1. (5) The product is: [CH3:1][O:2][C:3]([C:5]1([C:8]2[O:12][N:11]=[C:10]([C:13]3[CH:18]=[CH:17][C:16]([O:19][CH3:20])=[CH:15][CH:14]=3)[C:9]=2[C:21]2[CH:22]=[CH:23][CH:24]=[CH:25][CH:26]=2)[CH2:6][CH2:7]1)=[O:4]. Given the reactants [CH3:1][O:2][C:3]([C:5]1([C:8]2(O)[O:12][N:11]=[C:10]([C:13]3[CH:18]=[CH:17][C:16]([O:19][CH3:20])=[CH:15][CH:14]=3)[CH:9]2[C:21]2[CH:26]=[CH:25][CH:24]=[CH:23][CH:22]=2)[CH2:7][CH2:6]1)=[O:4].O.C1(C)C=CC(S(O)(=O)=O)=CC=1, predict the reaction product. (6) Given the reactants [ClH:1].[ClH:2].[NH2:3][CH:4]([CH:20]1[CH2:24][CH2:23][CH2:22][N:21]1[S:25]([C:28]1[CH:33]=[CH:32][C:31](OC)=[CH:30][CH:29]=1)(=[O:27])=[O:26])[C:5]1[CH:19]=[CH:18][C:8]([C:9]([NH:11][C:12]2[CH:17]=[CH:16][N:15]=[CH:14][CH:13]=2)=[O:10])=[CH:7][CH:6]=1.C(OC(N[C@H](C1C=CC(C(=O)NC2C=CN=CC=2)=CC=1)CC(O)=O)=O)(C)(C)C, predict the reaction product. The product is: [ClH:1].[ClH:1].[NH2:3][CH:4]([CH:20]1[CH2:24][CH2:23][CH2:22][N:21]1[S:25]([C:28]1[CH:33]=[CH:32][CH:31]=[C:30]([Cl:1])[CH:29]=1)(=[O:27])=[O:26])[C:5]1[CH:19]=[CH:18][C:8]([C:9]([NH:11][C:12]2[CH:17]=[CH:16][N:15]=[CH:14][CH:13]=2)=[O:10])=[CH:7][CH:6]=1.[Cl:1][C:30]1[CH:29]=[C:28]([S:25]([Cl:2])(=[O:27])=[O:26])[CH:33]=[CH:32][CH:31]=1. (7) Given the reactants [Br:1][C:2]1[C:3]([N:20]2[CH2:25][CH2:24][N:23](C(NC3C=CC=CC=3)=O)[CH2:22][CH2:21]2)=[C:4]2[N:10]=[C:9]([C:11]3[CH:16]=[CH:15][C:14]([N:17]([CH3:19])[CH3:18])=[CH:13][CH:12]=3)[NH:8][C:5]2=[N:6][CH:7]=1.BrC1C(N2CCN([C:52]3[CH:57]=[CH:56][CH:55]=[CH:54][CH:53]=3)CC2)=C([N+]([O-])=O)C(N)=NC=1.[O-]S(S([O-])=O)=O.[Na+].[Na+].CN(C1C=CC(C=O)=CC=1)C, predict the reaction product. The product is: [Br:1][C:2]1[C:3]([N:20]2[CH2:25][CH2:24][N:23]([C:52]3[CH:57]=[CH:56][CH:55]=[CH:54][CH:53]=3)[CH2:22][CH2:21]2)=[C:4]2[N:10]=[C:9]([C:11]3[CH:16]=[CH:15][C:14]([N:17]([CH3:19])[CH3:18])=[CH:13][CH:12]=3)[NH:8][C:5]2=[N:6][CH:7]=1.